This data is from Forward reaction prediction with 1.9M reactions from USPTO patents (1976-2016). The task is: Predict the product of the given reaction. Given the reactants [NH2:1][C:2]1[CH:7]=[CH:6][C:5]([C:8]2[C:16]3[C:11](=[N:12][CH:13]=[N:14][C:15]=3[NH2:17])[N:10]([C@H:18]3[CH2:23][CH2:22][C@@H:21]([N:24]4[CH2:29][CH2:28][N:27]([CH3:30])[CH2:26][CH2:25]4)[CH2:20][CH2:19]3)[N:9]=2)=[CH:4][CH:3]=1.[C:31]1([CH3:40])[CH:36]=[CH:35][CH:34]=[C:33]([N:37]=[C:38]=[O:39])[CH:32]=1, predict the reaction product. The product is: [NH2:17][C:15]1[N:14]=[CH:13][N:12]=[C:11]2[N:10]([C@H:18]3[CH2:23][CH2:22][C@@H:21]([N:24]4[CH2:25][CH2:26][N:27]([CH3:30])[CH2:28][CH2:29]4)[CH2:20][CH2:19]3)[N:9]=[C:8]([C:5]3[CH:4]=[CH:3][C:2]([NH:1][C:38]([NH:37][C:33]4[CH:34]=[CH:35][CH:36]=[C:31]([CH3:40])[CH:32]=4)=[O:39])=[CH:7][CH:6]=3)[C:16]=12.